Task: Predict the product of the given reaction.. Dataset: Forward reaction prediction with 1.9M reactions from USPTO patents (1976-2016) (1) Given the reactants [O:1]=[C:2]1[N:6]([CH:7]2[CH2:12][CH2:11][N:10]([C@H:13]3[CH2:17][CH2:16][N:15]([C:18](OC(C)(C)C)=[O:19])[CH2:14]3)[CH2:9][CH2:8]2)[C:5]2[CH:25]=[CH:26][CH:27]=[CH:28][C:4]=2[NH:3]1.FC(F)(F)C(O)=O.[O:36]1[CH2:40][CH2:39][CH2:38][C@H:37]1C(O)=O.CCN(C(C)C)C(C)C.CN(C(ON1N=NC2C=CC=NC1=2)=[N+](C)C)C.F[P-](F)(F)(F)(F)F, predict the reaction product. The product is: [O:36]1[CH2:40][CH2:39][CH2:38][C@H:37]1[C:18]([N:15]1[CH2:16][CH2:17][C@H:13]([N:10]2[CH2:11][CH2:12][CH:7]([N:6]3[C:5]4[CH:25]=[CH:26][CH:27]=[CH:28][C:4]=4[NH:3][C:2]3=[O:1])[CH2:8][CH2:9]2)[CH2:14]1)=[O:19]. (2) Given the reactants C(OC(=O)N[C@@H](C1C=CC(C2C=C(Cl)C=C(F)C=2C2N=C(C)ON=2)=CC=1F)C)(C)(C)C.BrC1C=C(Cl)C=C(F)C=1C1N=C(C)ON=1.ClC1C=C(F)C(C2N=C(C)ON=2)=C(C2C=CC([C@H](N)C)=C(F)C=2)C=1.C1C2C(COC(=O)[NH:87][C:88]3([C:92](=[O:117])[NH:93][C@@H:94]([C:96]4[CH:101]=[CH:100][C:99]([C:102]5[CH:107]=[C:106]([Cl:108])[CH:105]=[C:104]([F:109])[C:103]=5[C:110]5[N:114]=[C:113]([CH3:115])[O:112][N:111]=5)=[CH:98][C:97]=4[F:116])[CH3:95])[CH2:91][O:90][CH2:89]3)C3C(=CC=CC=3)C=2C=CC=1, predict the reaction product. The product is: [Cl:108][C:106]1[CH:105]=[C:104]([F:109])[C:103]([C:110]2[N:114]=[C:113]([CH3:115])[O:112][N:111]=2)=[C:102]([C:99]2[CH:100]=[CH:101][C:96]([C@H:94]([NH:93][C:92]([C:88]3([NH2:87])[CH2:91][O:90][CH2:89]3)=[O:117])[CH3:95])=[C:97]([F:116])[CH:98]=2)[CH:107]=1.